Predict the reactants needed to synthesize the given product. From a dataset of Full USPTO retrosynthesis dataset with 1.9M reactions from patents (1976-2016). (1) Given the product [OH:8][C:9]1[CH:10]=[CH:11][CH:12]=[C:13]2[C:17]=1[N:16]([S:18]([C:21]1[CH:26]=[CH:25][CH:24]=[CH:23][CH:22]=1)(=[O:20])=[O:19])[CH:15]=[C:14]2[C:27]([OH:29])=[O:28], predict the reactants needed to synthesize it. The reactants are: C([O:8][C:9]1[CH:10]=[CH:11][CH:12]=[C:13]2[C:17]=1[N:16]([S:18]([C:21]1[CH:26]=[CH:25][CH:24]=[CH:23][CH:22]=1)(=[O:20])=[O:19])[CH:15]=[C:14]2[C:27]([OH:29])=[O:28])C1C=CC=CC=1.CC1C=C(C)C(C)=C(C)C=1C.CCOCC. (2) Given the product [CH3:20][O:24][N:25]([CH3:26])[C:14]([CH:10]1[O:11][CH2:12][CH2:13][N:8]([C:6]([O:5][C:1]([CH3:2])([CH3:3])[CH3:4])=[O:7])[CH2:9]1)=[O:16], predict the reactants needed to synthesize it. The reactants are: [C:1]([O:5][C:6]([N:8]1[CH2:13][CH2:12][O:11][CH:10]([C:14]([OH:16])=O)[CH2:9]1)=[O:7])([CH3:4])([CH3:3])[CH3:2].CN([C:20]([O:24][N:25]1N=NC2C=CC=N[C:26]1=2)=[N+](C)C)C.F[P-](F)(F)(F)(F)F.CCN(C(C)C)C(C)C.O. (3) The reactants are: [Cl:1][C:2]1[C:3]([C:8]([F:11])([F:10])[F:9])=[N:4][NH:5][C:6]=1[CH3:7].CO.[C:14]([O:18]CC)(=[O:17])[C:15]#[CH:16]. Given the product [Cl:1][C:2]1[C:3]([C:8]([F:9])([F:11])[F:10])=[N:4][N:5](/[CH:16]=[CH:15]/[C:14]([OH:18])=[O:17])[C:6]=1[CH3:7], predict the reactants needed to synthesize it. (4) The reactants are: [C:1]([C:3]1[CH:8]=[CH:7][C:6]([C:9]2[CH:14]=[CH:13][N:12]=[C:11]3[NH:15][C:16]([CH:18]4[CH2:23][CH2:22][CH2:21][N:20](C(OC(C)(C)C)=O)[CH2:19]4)=[CH:17][C:10]=23)=[C:5]([O:31][CH3:32])[CH:4]=1)#[N:2].FC(F)(F)C(O)=O. Given the product [CH3:32][O:31][C:5]1[CH:4]=[C:3]([CH:8]=[CH:7][C:6]=1[C:9]1[CH:14]=[CH:13][N:12]=[C:11]2[NH:15][C:16]([CH:18]3[CH2:23][CH2:22][CH2:21][NH:20][CH2:19]3)=[CH:17][C:10]=12)[C:1]#[N:2], predict the reactants needed to synthesize it. (5) Given the product [F:28][C:25]([F:26])([F:27])[C:17]1[CH:16]=[C:15]([CH:20]=[C:19]([C:21]([F:22])([F:23])[F:24])[CH:18]=1)[C:14]([N:11]1[CH2:12][CH2:13][NH:8][CH2:9][C@H:10]1[CH2:30][C:31]1[CH:36]=[CH:35][C:34]([CH3:37])=[C:33]([O:38][CH2:39][O:40][CH2:41][CH2:42][O:43][CH3:44])[CH:32]=1)=[O:29], predict the reactants needed to synthesize it. The reactants are: C([N:8]1[CH2:13][CH2:12][N:11]([C:14](=[O:29])[C:15]2[CH:20]=[C:19]([C:21]([F:24])([F:23])[F:22])[CH:18]=[C:17]([C:25]([F:28])([F:27])[F:26])[CH:16]=2)[C@H:10]([CH2:30][C:31]2[CH:36]=[CH:35][C:34]([CH3:37])=[C:33]([O:38][CH2:39][O:40][CH2:41][CH2:42][O:43][CH3:44])[CH:32]=2)[CH2:9]1)C1C=CC=CC=1. (6) Given the product [CH3:24][O:23][C:20]1[CH:21]=[CH:22][C:17]([NH:16][C:9]2[C:10]3[N:11]([CH:13]=[CH:14][N:15]=3)[N:12]=[C:7]([N:4]3[CH2:5][CH2:6][CH:2]([NH:1][C:35]([C:34]4[CH:38]=[CH:39][C:31]([C:29]([OH:30])=[O:28])=[CH:32][CH:33]=4)=[O:36])[CH2:3]3)[CH:8]=2)=[N:18][C:19]=1[O:25][CH3:26], predict the reactants needed to synthesize it. The reactants are: [NH2:1][CH:2]1[CH2:6][CH2:5][N:4]([C:7]2[CH:8]=[C:9]([NH:16][C:17]3[CH:22]=[CH:21][C:20]([O:23][CH3:24])=[C:19]([O:25][CH3:26])[N:18]=3)[C:10]3[N:11]([CH:13]=[CH:14][N:15]=3)[N:12]=2)[CH2:3]1.C[O:28][C:29]([C:31]1[CH:39]=[CH:38][C:34]([C:35](O)=[O:36])=[CH:33][CH:32]=1)=[O:30].CCN=C=NCCCN(C)C.C(N(CC)CC)C.CN1C=CN=C1. (7) Given the product [CH3:3][O:4][CH2:5][O:6][C:7]1[CH:12]=[C:11]([O:13][CH2:14][O:15][CH3:16])[CH:10]=[CH:9][C:8]=1[CH:17]1[CH2:22][CH2:21][CH2:20][CH:19]([NH2:23])[CH2:18]1, predict the reactants needed to synthesize it. The reactants are: [BH4-].[Na+].[CH3:3][O:4][CH2:5][O:6][C:7]1[CH:12]=[C:11]([O:13][CH2:14][O:15][CH3:16])[CH:10]=[CH:9][C:8]=1[CH:17]1[CH2:22][CH2:21][CH2:20][C:19](=[N:23]O)[CH2:18]1.O.